Predict the reactants needed to synthesize the given product. From a dataset of Full USPTO retrosynthesis dataset with 1.9M reactions from patents (1976-2016). (1) Given the product [Cl:50][C:51]1[CH:12]=[CH:13][CH:14]=[C:15]([N:16]2[N:20]=[CH:19][CH:18]=[N:17]2)[C:10]=1[C:8]([NH:7][C@H:3]1[CH2:4][CH2:5][CH2:6][C@:2]1([CH3:1])[NH:21][C:22]1[CH:27]=[N:26][C:25]([C:28]([F:30])([F:29])[F:31])=[CH:24][N:23]=1)=[O:9], predict the reactants needed to synthesize it. The reactants are: [CH3:1][C@:2]1([NH:21][C:22]2[CH:27]=[N:26][C:25]([C:28]([F:31])([F:30])[F:29])=[CH:24][N:23]=2)[CH2:6][CH2:5][CH2:4][C@@H:3]1[NH:7][C:8]([C:10]1[C:15]([N:16]2[N:20]=[CH:19][CH:18]=[N:17]2)=[CH:14][CH:13]=[CH:12]N=1)=[O:9].C[C@]1(NC2C=NC(C(F)(F)F)=CN=2)CCC[C@@H]1N.[Cl:50][C:51]1C=CC=C(N2N=CC=N2)C=1C(O)=O. (2) Given the product [C:25]([C:28]1[CH:33]=[CH:32][C:31]([NH:34][C:35]([N:15]2[CH2:16][CH2:17][N:12]([C:10]3[S:9][N:8]=[C:7]([C:1]4[CH:2]=[CH:3][CH:4]=[CH:5][CH:6]=4)[N:11]=3)[CH2:13][CH2:14]2)=[O:36])=[CH:30][CH:29]=1)(=[O:27])[CH3:26], predict the reactants needed to synthesize it. The reactants are: [C:1]1([C:7]2[N:11]=[C:10]([N:12]3[CH2:17][CH2:16][NH:15][CH2:14][CH2:13]3)[S:9][N:8]=2)[CH:6]=[CH:5][CH:4]=[CH:3][CH:2]=1.C(N(CC)CC)C.[C:25]([C:28]1[CH:33]=[CH:32][C:31]([N:34]=[C:35]=[O:36])=[CH:30][CH:29]=1)(=[O:27])[CH3:26]. (3) Given the product [CH2:13]([C:17]1[N:18]=[C:19]([CH3:51])[N:20]([CH2:39][C:40]2[N:41]=[C:42]([C:45]3[CH:50]=[CH:49][CH:48]=[CH:47][CH:46]=3)[S:43][CH:44]=2)[C:21](=[O:38])[C:22]=1[CH2:23][C:24]1[CH:25]=[CH:26][C:27]([C:30]2[CH:35]=[CH:34][CH:33]=[CH:32][C:31]=2[C:36]2[NH:3][C:4](=[O:7])[O:5][N:37]=2)=[CH:28][CH:29]=1)[CH2:14][CH2:15][CH3:16], predict the reactants needed to synthesize it. The reactants are: [Cl-].O[NH3+:3].[C:4](=[O:7])([O-])[OH:5].[Na+].CS(C)=O.[CH2:13]([C:17]1[N:18]=[C:19]([CH3:51])[N:20]([CH2:39][C:40]2[N:41]=[C:42]([C:45]3[CH:50]=[CH:49][CH:48]=[CH:47][CH:46]=3)[S:43][CH:44]=2)[C:21](=[O:38])[C:22]=1[CH2:23][C:24]1[CH:29]=[CH:28][C:27]([C:30]2[C:31]([C:36]#[N:37])=[CH:32][CH:33]=[CH:34][CH:35]=2)=[CH:26][CH:25]=1)[CH2:14][CH2:15][CH3:16]. (4) Given the product [CH:5]([NH:8][C:9]([C:11]1[C:19]2[C:14](=[N:15][CH:16]=[C:17]([C:20]3[C:28]4[C:23](=[CH:24][C:25]([F:29])=[CH:26][CH:27]=4)[N:22]([CH:30]4[CH2:33][NH:32][CH2:31]4)[N:21]=3)[N:18]=2)[N:13]([CH2:47][O:48][CH2:49][CH2:50][Si:51]([CH3:53])([CH3:52])[CH3:54])[CH:12]=1)=[O:10])([CH3:7])[CH3:6], predict the reactants needed to synthesize it. The reactants are: C([O-])=O.[NH4+].[CH:5]([NH:8][C:9]([C:11]1[C:19]2[C:14](=[N:15][CH:16]=[C:17]([C:20]3[C:28]4[C:23](=[CH:24][C:25]([F:29])=[CH:26][CH:27]=4)[N:22]([CH:30]4[CH2:33][N:32](C(C5C=CC=CC=5)C5C=CC=CC=5)[CH2:31]4)[N:21]=3)[N:18]=2)[N:13]([CH2:47][O:48][CH2:49][CH2:50][Si:51]([CH3:54])([CH3:53])[CH3:52])[CH:12]=1)=[O:10])([CH3:7])[CH3:6]. (5) Given the product [CH:16]([C:15]1[C:14]2[C:9](=[CH:10][CH:11]=[CH:12][CH:13]=2)[NH:8][C:7]=1[C:1]1[CH:6]=[CH:5][CH:4]=[CH:3][CH:2]=1)([C:17]1[CH:22]=[CH:21][CH:20]=[CH:19][CH:18]=1)[C:23]1[CH:28]=[CH:27][CH:26]=[CH:25][CH:24]=1, predict the reactants needed to synthesize it. The reactants are: [C:1]1([C:7]2[NH:8][C:9]3[C:14]([CH:15]=2)=[CH:13][CH:12]=[CH:11][CH:10]=3)[CH:6]=[CH:5][CH:4]=[CH:3][CH:2]=1.[CH:16](O)([C:23]1[CH:28]=[CH:27][CH:26]=[CH:25][CH:24]=1)[C:17]1[CH:22]=[CH:21][CH:20]=[CH:19][CH:18]=1.C1(C)C=CC(S(O)(=O)=O)=CC=1. (6) Given the product [CH3:22][S:23]([O:1][C@H:2]1[CH2:5][C@@H:4]([CH2:6][NH:7][C:8]([O:9][C:10]([CH3:11])([CH3:13])[CH3:12])=[O:14])[CH2:3]1)(=[O:25])=[O:24], predict the reactants needed to synthesize it. The reactants are: [OH:1][C@@H:2]1[CH2:5][C@H:4]([CH2:6][NH:7][C:8](=[O:14])[O:9][C:10]([CH3:13])([CH3:12])[CH3:11])[CH2:3]1.C(N(CC)CC)C.[CH3:22][S:23](Cl)(=[O:25])=[O:24].O. (7) Given the product [CH3:1][C:2]1[C@@H:19]([O:20][C:21]([C@H:23]([OH:39])[C@@H:24]([NH:31][C:32]([O:34][C:35]([CH3:36])([CH3:37])[CH3:38])=[O:33])[C:25]2[CH:30]=[CH:29][CH:28]=[CH:27][CH:26]=2)=[O:22])[CH2:18][C@:14]2([OH:40])[C:15]([CH3:16])([CH3:17])[C:3]=1[C@@H:4]([OH:58])[C:5]([C@@:7]1([CH3:57])[C@H:12]([C@@H:13]2[O:41][C:42]([C:44]2[CH:45]=[CH:46][CH:47]=[CH:48][CH:49]=2)=[O:43])[C@:11]2([O:52][C:53]([CH3:55])=[O:54])[CH2:50][O:51][C@@H:10]2[CH2:9][C@@H:8]1[OH:56])=[O:6], predict the reactants needed to synthesize it. The reactants are: [CH3:1][C:2]1[C@@H:19]([O:20][C:21]([C@H:23]([OH:39])[C@@H:24]([NH:31][C:32]([O:34][C:35]([CH3:38])([CH3:37])[CH3:36])=[O:33])[C:25]2[CH:30]=[CH:29][CH:28]=[CH:27][CH:26]=2)=[O:22])[CH2:18][C@@:14]2([OH:40])[C:15]([CH3:17])([CH3:16])[C:3]=1[C@@H:4]([OH:58])[C:5]([C@@:7]1([CH3:57])[C@H:12]([C@@H:13]2[O:41][C:42]([C:44]2[CH:49]=[CH:48][CH:47]=[CH:46][CH:45]=2)=[O:43])[C@:11]2([O:52][C:53]([CH3:55])=[O:54])[CH2:50][O:51][C@@H:10]2[CH2:9][C@@H:8]1[OH:56])=[O:6].O.O.O. (8) Given the product [CH:1]1([CH2:4][N:5]2[C:9]3[CH:10]=[CH:11][C:12]([S:14]([C:17]4([CH2:42][OH:43])[CH2:22][CH2:21][NH:20][CH2:19][CH2:18]4)(=[O:16])=[O:15])=[CH:13][C:8]=3[N:7]=[C:6]2[CH2:44][C:45]([CH3:48])([CH3:47])[CH3:46])[CH2:3][CH2:2]1, predict the reactants needed to synthesize it. The reactants are: [CH:1]1([CH2:4][N:5]2[C:9]3[CH:10]=[CH:11][C:12]([S:14]([C:17]4([CH2:42][OH:43])[CH2:22][CH2:21][N:20](C(C5C=CC=CC=5)(C5C=CC=CC=5)C5C=CC=CC=5)[CH2:19][CH2:18]4)(=[O:16])=[O:15])=[CH:13][C:8]=3[N:7]=[C:6]2[CH2:44][C:45]([CH3:48])([CH3:47])[CH3:46])[CH2:3][CH2:2]1.FC(F)(F)C(O)=O. (9) Given the product [F:16][C:17]1[CH:22]=[C:21]([OH:23])[CH:20]=[CH:19][C:18]=1[N:24]1[C:2](=[S:3])[N:1]([C:4]2[CH:11]=[CH:10][C:7]([C:8]#[N:9])=[C:6]([C:12]([F:13])([F:15])[F:14])[CH:5]=2)[C:29](=[O:32])[C:25]21[CH2:28][CH2:27][CH2:26]2, predict the reactants needed to synthesize it. The reactants are: [N:1]([C:4]1[CH:11]=[CH:10][C:7]([C:8]#[N:9])=[C:6]([C:12]([F:15])([F:14])[F:13])[CH:5]=1)=[C:2]=[S:3].[F:16][C:17]1[CH:22]=[C:21]([OH:23])[CH:20]=[CH:19][C:18]=1[NH:24][C:25]1([C:29]#N)[CH2:28][CH2:27][CH2:26]1.C[OH:32].Cl. (10) Given the product [CH3:27][N:28]([CH3:35])[CH:29]1[CH2:34][CH2:33][N:32]([C:24]([C@H:22]2[CH2:21][CH2:20][C:19]3[C:12]4[C:11]([NH:10][C:8]5[CH:9]=[C:4]6[CH:3]=[N:2][NH:1][C:5]6=[CH:6][N:7]=5)=[N:16][CH:15]=[N:14][C:13]=4[S:17][C:18]=3[CH2:23]2)=[O:26])[CH2:31][CH2:30]1, predict the reactants needed to synthesize it. The reactants are: [NH:1]1[C:5]2=[CH:6][N:7]=[C:8]([NH:10][C:11]3[C:12]4[C:19]5[CH2:20][CH2:21][C@H:22]([C:24]([OH:26])=O)[CH2:23][C:18]=5[S:17][C:13]=4[N:14]=[CH:15][N:16]=3)[CH:9]=[C:4]2[CH:3]=[N:2]1.[CH3:27][N:28]([CH3:35])[CH:29]1[CH2:34][CH2:33][NH:32][CH2:31][CH2:30]1.